Dataset: Reaction yield outcomes from USPTO patents with 853,638 reactions. Task: Predict the reaction yield, written as a fraction of the theoretical maximum amount of product (1.0 means a 100% yield; for example, 0.34 means a 34% yield). (1) No catalyst specified. The reactants are [CH2:1]([S:3]([N:6]1[CH2:11][CH2:10][CH:9]([C:12]2[C:20]3[C:15](=[C:16]([C:35]([NH2:37])=[O:36])[CH:17]=[C:18]([C:21]4[CH:25]=[C:24]([CH2:26][N:27]5[CH2:31][CH2:30][CH2:29][CH:28]5[CH2:32][CH2:33]C)[S:23][CH:22]=4)[CH:19]=3)[NH:14][CH:13]=2)[CH2:8][CH2:7]1)(=[O:5])=[O:4])[CH3:2].C(C1CCCN1)CC. The yield is 0.284. The product is [CH2:32]([CH:28]1[CH2:29][CH2:30][CH2:31][N:27]1[CH2:26][C:24]1[S:23][CH:22]=[C:21]([C:18]2[CH:19]=[C:20]3[C:15](=[C:16]([C:35]([NH2:37])=[O:36])[CH:17]=2)[NH:14][CH:13]=[C:12]3[CH:9]2[CH2:10][CH2:11][N:6]([S:3]([CH2:1][CH3:2])(=[O:5])=[O:4])[CH2:7][CH2:8]2)[CH:25]=1)[CH3:33]. (2) The reactants are [Br:1][C:2]1[C:7]([N+:8]([O-:10])=[O:9])=[C:6]([NH:11][C:12](=[O:16])[O:13][CH2:14][CH3:15])[CH:5]=[C:4]([Br:17])[N:3]=1.C(N(CC)CC)C.Br[CH2:26][C:27]1[CH:41]=[CH:40][C:30]([CH2:31][P:32](=[O:39])([O:36][CH2:37][CH3:38])[O:33][CH2:34][CH3:35])=[CH:29][CH:28]=1. The catalyst is C(#N)C. The product is [Br:1][C:2]1[C:7]([N+:8]([O-:10])=[O:9])=[C:6]([N:11]([CH2:26][C:27]2[CH:28]=[CH:29][C:30]([CH2:31][P:32]([O:36][CH2:37][CH3:38])([O:33][CH2:34][CH3:35])=[O:39])=[CH:40][CH:41]=2)[C:12](=[O:16])[O:13][CH2:14][CH3:15])[CH:5]=[C:4]([Br:17])[N:3]=1. The yield is 0.380.